This data is from Forward reaction prediction with 1.9M reactions from USPTO patents (1976-2016). The task is: Predict the product of the given reaction. (1) Given the reactants P(Br)(Br)[Br:2].[CH3:5][O:6][C:7](=[O:18])[C:8]1[CH:13]=[CH:12][CH:11]=[C:10]([CH:14](O)[CH2:15][CH3:16])[CH:9]=1.C([O-])(O)=O.[Na+], predict the reaction product. The product is: [CH3:5][O:6][C:7](=[O:18])[C:8]1[CH:13]=[CH:12][CH:11]=[C:10]([CH:14]([Br:2])[CH2:15][CH3:16])[CH:9]=1. (2) The product is: [CH3:20][O:19][C:16]1[CH:17]=[C:18]2[C:13](=[CH:14][C:15]=1[O:21][CH3:22])[N:12]=[CH:11][CH:10]=[C:9]2[O:8][C:7]1[C:2]([CH:31]=[CH:30][C:24]2[CH:29]=[CH:28][CH:27]=[CH:26][CH:25]=2)=[N:3][C:4]([CH3:23])=[CH:5][CH:6]=1. Given the reactants I[C:2]1[C:7]([O:8][C:9]2[C:18]3[C:13](=[CH:14][C:15]([O:21][CH3:22])=[C:16]([O:19][CH3:20])[CH:17]=3)[N:12]=[CH:11][CH:10]=2)=[CH:6][CH:5]=[C:4]([CH3:23])[N:3]=1.[C:24]1(/[CH:30]=[CH:31]/B(O)O)[CH:29]=[CH:28][CH:27]=[CH:26][CH:25]=1.C(=O)([O-])O.[Na+], predict the reaction product. (3) Given the reactants Cl[C:2]1[C:11]([O:12][CH3:13])=[N:10][C:9]2[C:4](=[CH:5][CH:6]=[C:7]([F:14])[CH:8]=2)[N:3]=1.[CH3:15][O:16][C:17]1[CH:24]=[C:23]([O:25][CH3:26])[CH:22]=[CH:21][C:18]=1[CH2:19][NH2:20].O, predict the reaction product. The product is: [CH3:15][O:16][C:17]1[CH:24]=[C:23]([O:25][CH3:26])[CH:22]=[CH:21][C:18]=1[CH2:19][NH:20][C:2]1[C:11]([O:12][CH3:13])=[N:10][C:9]2[C:4](=[CH:5][CH:6]=[C:7]([F:14])[CH:8]=2)[N:3]=1. (4) Given the reactants C(N(CC)CC)C.[C:8](OC(=O)C)(=[O:10])[CH3:9].[C:15]([O:19][C:20]([N:22]1[CH:27]([CH:28]([OH:43])[CH:29]([NH2:42])[CH2:30][C:31]2[CH:36]=[C:35]([O:37][CH2:38][CH2:39][CH3:40])[CH:34]=[C:33]([F:41])[CH:32]=2)[CH2:26][O:25][CH:24]([O:44][CH2:45][C:46]([CH2:50][F:51])([CH3:49])[CH2:47][F:48])[CH:23]1[CH3:52])=[O:21])([CH3:18])([CH3:17])[CH3:16], predict the reaction product. The product is: [C:15]([O:19][C:20]([N:22]1[CH:27]([CH:28]([OH:43])[CH:29]([NH:42][C:8](=[O:10])[CH3:9])[CH2:30][C:31]2[CH:36]=[C:35]([O:37][CH2:38][CH2:39][CH3:40])[CH:34]=[C:33]([F:41])[CH:32]=2)[CH2:26][O:25][CH:24]([O:44][CH2:45][C:46]([CH2:50][F:51])([CH3:49])[CH2:47][F:48])[CH:23]1[CH3:52])=[O:21])([CH3:16])([CH3:18])[CH3:17]. (5) Given the reactants Br[CH:2]([C:7](=O)[CH3:8])[C:3]([O:5][CH3:6])=[O:4].[I:10][C:11]1[N:16]=[N:15][C:14]([NH2:17])=[CH:13][CH:12]=1, predict the reaction product. The product is: [I:10][C:11]1[CH:12]=[CH:13][C:14]2[N:15]([C:2]([C:3]([O:5][CH3:6])=[O:4])=[C:7]([CH3:8])[N:17]=2)[N:16]=1. (6) Given the reactants [CH3:1][O:2][C:3]1[CH:4]=[C:5]2[C:10](=[CH:11][C:12]=1[O:13][CH3:14])[N:9]=[CH:8][CH:7]=[C:6]2[O:15][C:16]1[CH:17]=[C:18]2[C:23](=[CH:24][CH:25]=1)[C:22]([NH2:26])=[CH:21][CH:20]=[CH:19]2.Cl[C:28]1[CH:33]=[CH:32][CH:31]=[CH:30][N:29]=1.CC([O-])(C)C.[Na+].C([O-])(O)=O.[Na+], predict the reaction product. The product is: [CH3:1][O:2][C:3]1[CH:4]=[C:5]2[C:10](=[CH:11][C:12]=1[O:13][CH3:14])[N:9]=[CH:8][CH:7]=[C:6]2[O:15][C:16]1[CH:17]=[C:18]2[C:23](=[CH:24][CH:25]=1)[C:22]([NH:26][C:28]1[CH:33]=[CH:32][CH:31]=[CH:30][N:29]=1)=[CH:21][CH:20]=[CH:19]2. (7) Given the reactants I[C:2]1[N:7]=[N:6][C:5]2[NH:8][C:9]([C:11]3([OH:15])[CH2:14][O:13][CH2:12]3)=[CH:10][C:4]=2[CH:3]=1.CCN(CC)CC.[CH2:23]([N:27]1[CH:31]=[C:30]([C:32]([NH:34][CH2:35][C:36]2[CH:41]=[CH:40][CH:39]=[CH:38][N:37]=2)=[O:33])[N:29]=[N:28]1)[CH2:24][C:25]#[CH:26], predict the reaction product. The product is: [OH:15][C:11]1([C:9]2[NH:8][C:5]3[N:6]=[N:7][C:2]([C:26]#[C:25][CH2:24][CH2:23][N:27]4[CH:31]=[C:30]([C:32]([NH:34][CH2:35][C:36]5[CH:41]=[CH:40][CH:39]=[CH:38][N:37]=5)=[O:33])[N:29]=[N:28]4)=[CH:3][C:4]=3[CH:10]=2)[CH2:14][O:13][CH2:12]1. (8) Given the reactants [N:1]1([C:7]([NH:9][C@@H:10]([CH2:14][S:15]([CH2:18][C:19]2[CH:24]=[CH:23][CH:22]=[CH:21][CH:20]=2)(=[O:17])=[O:16])[C:11]([OH:13])=O)=[O:8])[CH2:6][CH2:5][O:4][CH2:3][CH2:2]1.[F:25][C:26]([F:40])([F:39])[O:27][C:28]1[CH:33]=[CH:32][C:31]([NH:34][CH2:35][C@@H:36]([NH2:38])[CH3:37])=[CH:30][CH:29]=1.C(Cl)CCl.C1C=CC2N(O)N=NC=2C=1.CN1CCOCC1, predict the reaction product. The product is: [CH3:37][C@H:36]([NH:38][C:11]([C@@H:10]([NH:9][C:7]([N:1]1[CH2:6][CH2:5][O:4][CH2:3][CH2:2]1)=[O:8])[CH2:14][S:15]([CH2:18][C:19]1[CH:24]=[CH:23][CH:22]=[CH:21][CH:20]=1)(=[O:17])=[O:16])=[O:13])[CH2:35][NH:34][C:31]1[CH:30]=[CH:29][C:28]([O:27][C:26]([F:25])([F:39])[F:40])=[CH:33][CH:32]=1. (9) Given the reactants [NH2:1][C@H:2]1[CH2:7][CH2:6][C@H:5]([OH:8])[CH2:4][CH2:3]1.C([O-])([O-])=O.[Cs+].[Cs+].Cl[CH2:16][CH2:17][C:18]1[CH:23]=[CH:22][C:21]([O:24][CH3:25])=[CH:20][CH:19]=1, predict the reaction product. The product is: [CH3:25][O:24][C:21]1[CH:22]=[CH:23][C:18]([CH2:17][CH2:16][NH:1][C@H:2]2[CH2:7][CH2:6][C@H:5]([OH:8])[CH2:4][CH2:3]2)=[CH:19][CH:20]=1.